From a dataset of Full USPTO retrosynthesis dataset with 1.9M reactions from patents (1976-2016). Predict the reactants needed to synthesize the given product. (1) The reactants are: [NH2:1][C:2]1[C:6]2[C:7](=[O:17])[N:8]([CH:12]([CH:14]3[CH2:16][CH2:15]3)[CH3:13])[CH:9]=[C:10]([Br:11])[C:5]=2[NH:4][N:3]=1. Given the product [NH2:1][C:2]1[C:6]2[C:7](=[O:17])[N:8]([C@H:12]([CH:14]3[CH2:15][CH2:16]3)[CH3:13])[CH:9]=[C:10]([Br:11])[C:5]=2[NH:4][N:3]=1, predict the reactants needed to synthesize it. (2) Given the product [CH3:1][C:2]1[CH:8]=[CH:7][CH:6]=[CH:5][C:3]=1[NH:4][CH2:10][C:11]1[CH:16]=[CH:15][CH:14]=[CH:13][C:12]=1[B:17]1[O:18][C:19]([CH3:25])([CH3:24])[C:20]([CH3:23])([CH3:22])[O:21]1, predict the reactants needed to synthesize it. The reactants are: [CH3:1][C:2]1[CH:8]=[CH:7][CH:6]=[CH:5][C:3]=1[NH2:4].Br[CH2:10][C:11]1[CH:16]=[CH:15][CH:14]=[CH:13][C:12]=1[B:17]1[O:21][C:20]([CH3:23])([CH3:22])[C:19]([CH3:25])([CH3:24])[O:18]1.C([O-])([O-])=O.[K+].[K+].O.